From a dataset of NCI-60 drug combinations with 297,098 pairs across 59 cell lines. Regression. Given two drug SMILES strings and cell line genomic features, predict the synergy score measuring deviation from expected non-interaction effect. (1) Cell line: NCI-H522. Synergy scores: CSS=17.3, Synergy_ZIP=-6.50, Synergy_Bliss=-1.86, Synergy_Loewe=-3.76, Synergy_HSA=-1.94. Drug 1: C1=CC(=CC=C1CCCC(=O)O)N(CCCl)CCCl. Drug 2: CCCS(=O)(=O)NC1=C(C(=C(C=C1)F)C(=O)C2=CNC3=C2C=C(C=N3)C4=CC=C(C=C4)Cl)F. (2) Drug 1: COC1=C(C=C2C(=C1)N=CN=C2NC3=CC(=C(C=C3)F)Cl)OCCCN4CCOCC4. Drug 2: CCC1(CC2CC(C3=C(CCN(C2)C1)C4=CC=CC=C4N3)(C5=C(C=C6C(=C5)C78CCN9C7C(C=CC9)(C(C(C8N6C)(C(=O)OC)O)OC(=O)C)CC)OC)C(=O)OC)O.OS(=O)(=O)O. Cell line: PC-3. Synergy scores: CSS=50.9, Synergy_ZIP=6.98, Synergy_Bliss=6.87, Synergy_Loewe=8.31, Synergy_HSA=8.85. (3) Drug 1: C1CC2CC3=C(CC1C24CN(S(=O)(=O)N4)CC(F)(F)F)C=CC(=C3)C=CCN5CCC(CC5)C(F)(F)F. Drug 2: CN1C(=O)N2C=NC(=C2N=N1)C(=O)N. Cell line: OVCAR3. Synergy scores: CSS=13.5, Synergy_ZIP=1.64, Synergy_Bliss=3.33, Synergy_Loewe=-12.4, Synergy_HSA=-0.483. (4) Drug 1: CC(CN1CC(=O)NC(=O)C1)N2CC(=O)NC(=O)C2. Drug 2: CC1=C(C(=CC=C1)Cl)NC(=O)C2=CN=C(S2)NC3=CC(=NC(=N3)C)N4CCN(CC4)CCO. Cell line: UO-31. Synergy scores: CSS=27.3, Synergy_ZIP=-5.95, Synergy_Bliss=-0.0336, Synergy_Loewe=4.06, Synergy_HSA=4.45. (5) Drug 1: CN1CCC(CC1)COC2=C(C=C3C(=C2)N=CN=C3NC4=C(C=C(C=C4)Br)F)OC. Drug 2: CN(C)N=NC1=C(NC=N1)C(=O)N. Cell line: BT-549. Synergy scores: CSS=-4.25, Synergy_ZIP=1.07, Synergy_Bliss=-1.08, Synergy_Loewe=-4.13, Synergy_HSA=-3.89. (6) Drug 1: CCC1=CC2CC(C3=C(CN(C2)C1)C4=CC=CC=C4N3)(C5=C(C=C6C(=C5)C78CCN9C7C(C=CC9)(C(C(C8N6C)(C(=O)OC)O)OC(=O)C)CC)OC)C(=O)OC.C(C(C(=O)O)O)(C(=O)O)O. Drug 2: CN(CCCl)CCCl.Cl. Cell line: MALME-3M. Synergy scores: CSS=24.7, Synergy_ZIP=-3.95, Synergy_Bliss=-3.30, Synergy_Loewe=-11.1, Synergy_HSA=-1.47. (7) Drug 1: CC1=C2C(C(=O)C3(C(CC4C(C3C(C(C2(C)C)(CC1OC(=O)C(C(C5=CC=CC=C5)NC(=O)OC(C)(C)C)O)O)OC(=O)C6=CC=CC=C6)(CO4)OC(=O)C)OC)C)OC. Drug 2: C1=NC2=C(N1)C(=S)N=CN2. Cell line: SK-MEL-28. Synergy scores: CSS=21.1, Synergy_ZIP=-2.20, Synergy_Bliss=-2.81, Synergy_Loewe=-7.92, Synergy_HSA=-1.50. (8) Drug 1: C1CCC(C1)C(CC#N)N2C=C(C=N2)C3=C4C=CNC4=NC=N3. Drug 2: CC12CCC(CC1=CCC3C2CCC4(C3CC=C4C5=CN=CC=C5)C)O. Cell line: HL-60(TB). Synergy scores: CSS=-16.5, Synergy_ZIP=8.78, Synergy_Bliss=7.58, Synergy_Loewe=-6.44, Synergy_HSA=-5.32.